This data is from Full USPTO retrosynthesis dataset with 1.9M reactions from patents (1976-2016). The task is: Predict the reactants needed to synthesize the given product. (1) Given the product [ClH:13].[CH3:1][O:2][C:3]1[S:7][C:6]([C:8](=[NH:14])[NH2:9])=[N:5][CH:4]=1, predict the reactants needed to synthesize it. The reactants are: [CH3:1][O:2][C:3]1[S:7][C:6]([C:8]#[N:9])=[N:5][CH:4]=1.C[O-].[Na+].[Cl-:13].[NH4+:14]. (2) Given the product [NH2:8][C:3]([C:4]1[CH:5]=[C:6]([N:9]2[CH2:10][CH2:11][CH:12]([N:15]3[CH2:19][CH2:18][C@@H:17]([NH:20][C:21](=[O:36])[CH2:22][NH:23][C:24](=[O:35])[C:25]4[CH:30]=[CH:29][CH:28]=[C:27]([C:31]([F:34])([F:33])[F:32])[CH:26]=4)[CH2:16]3)[CH2:13][CH2:14]2)[CH:7]=[CH:39][CH:40]=1)=[O:2], predict the reactants needed to synthesize it. The reactants are: C[O:2][C:3]1[N:8]=[CH:7][C:6]([N:9]2[CH2:14][CH2:13][CH:12]([N:15]3[CH2:19][CH2:18][C@@H:17]([NH:20][C:21](=[O:36])[CH2:22][NH:23][C:24](=[O:35])[C:25]4[CH:30]=[CH:29][CH:28]=[C:27]([C:31]([F:34])([F:33])[F:32])[CH:26]=4)[CH2:16]3)[CH2:11][CH2:10]2)=[CH:5][CH:4]=1.CO[C:39]1N=CC(N)=C[CH:40]=1. (3) Given the product [CH:11]1[C:12]2[C:16]3[CH:17]=[CH:18][CH:19]=[CH:20][C:15]=3[O:14][C:13]=2[C:8]([C:4]2[CH:3]=[C:2]([N:27]3[C:28]4[C:29](=[CH:30][CH:31]=[C:32]5[C:33]6[CH:34]=[CH:35][CH:36]=[CH:37][C:38]=6[NH:39][C:40]5=4)[C:25]4[C:26]3=[CH:21][CH:22]=[CH:23][CH:24]=4)[CH:7]=[CH:6][CH:5]=2)=[CH:9][CH:10]=1, predict the reactants needed to synthesize it. The reactants are: Cl[C:2]1[CH:3]=[C:4]([C:8]2[C:13]3[O:14][C:15]4[CH:20]=[CH:19][CH:18]=[CH:17][C:16]=4[C:12]=3[CH:11]=[CH:10][CH:9]=2)[CH:5]=[CH:6][CH:7]=1.[CH:21]1[C:26]2[NH:27][C:28]3[C:29](=[CH:30][CH:31]=[C:32]4[C:40]=3[NH:39][C:38]3[C:33]4=[CH:34][CH:35]=[CH:36][CH:37]=3)[C:25]=2[CH:24]=[CH:23][CH:22]=1.CC(C)([O-])C.[Na+].C(P(C(C)(C)C)C(C)(C)C)(C)(C)C. (4) Given the product [NH3:8].[CH3:43][O:42][C:38]1[CH:37]=[C:5]([CH:4]=[C:3]([O:2][CH3:1])[C:39]=1[O:40][CH3:41])[C:6]([N:8]1[CH2:12][CH2:11][C:10]([CH2:19][CH2:20][N:21]2[CH2:27][CH2:26][CH2:25][N:24]([C:28]3[N:29]([CH2:56][CH2:55][C:54]#[N:57])[C:30]4[CH:36]=[CH:35][CH:34]=[CH:33][C:31]=4[N:32]=3)[CH2:23][CH2:22]2)([C:13]2[CH:14]=[CH:15][CH:16]=[CH:17][CH:18]=2)[CH2:9]1)=[O:7], predict the reactants needed to synthesize it. The reactants are: [CH3:1][O:2][C:3]1[CH:4]=[C:5]([CH:37]=[C:38]([O:42][CH3:43])[C:39]=1[O:40][CH3:41])[C:6]([N:8]1[CH2:12][CH2:11][C:10]([CH2:19][CH2:20][N:21]2[CH2:27][CH2:26][CH2:25][N:24]([C:28]3[NH:32][C:31]4[CH:33]=[CH:34][CH:35]=[CH:36][C:30]=4[N:29]=3)[CH2:23][CH2:22]2)([C:13]2[CH:18]=[CH:17][CH:16]=[CH:15][CH:14]=2)[CH2:9]1)=[O:7].O1CCCC1.C([Li])(CC)C.[C:54](#[N:57])[CH:55]=[CH2:56]. (5) Given the product [N:27]1([C:23]([C:17]2([C:14]3[CH:13]=[CH:12][C:11]([O:10][CH:7]4[CH2:8][CH2:9][N:4]([CH:1]([CH3:2])[CH3:3])[CH2:5][CH2:6]4)=[CH:16][CH:15]=3)[CH2:22][CH2:21][O:20][CH2:19][CH2:18]2)=[O:24])[CH2:30][CH2:29][CH2:28]1, predict the reactants needed to synthesize it. The reactants are: [CH:1]([N:4]1[CH2:9][CH2:8][CH:7]([O:10][C:11]2[CH:16]=[CH:15][C:14]([C:17]3([C:23](O)=[O:24])[CH2:22][CH2:21][O:20][CH2:19][CH2:18]3)=[CH:13][CH:12]=2)[CH2:6][CH2:5]1)([CH3:3])[CH3:2].Cl.[NH:27]1[CH2:30][CH2:29][CH2:28]1.Cl.CN(C)CCCN=C=NCC.O.ON1C2C=CC=CC=2N=N1.C(N(CC)CC)C. (6) Given the product [CH3:1][N:2]1[C:6]2[CH:7]=[C:8]([CH:11]([C:13]3[N:17]4[N:18]=[C:19]([C:22]5[CH:23]=[N:24][N:25]([CH2:27][CH2:28][OH:29])[CH:26]=5)[CH:20]=[CH:21][C:16]4=[N:15][CH:14]=3)[CH3:12])[CH:9]=[CH:10][C:5]=2[N:4]=[CH:3]1, predict the reactants needed to synthesize it. The reactants are: [CH3:1][N:2]1[C:6]2[CH:7]=[C:8]([CH:11]([C:13]3[N:17]4[N:18]=[C:19]([C:22]5[CH:23]=[N:24][N:25]([CH2:27][CH2:28][O:29]C6CCCCO6)[CH:26]=5)[CH:20]=[CH:21][C:16]4=[N:15][CH:14]=3)[CH3:12])[CH:9]=[CH:10][C:5]=2[N:4]=[CH:3]1.Cl.